From a dataset of Forward reaction prediction with 1.9M reactions from USPTO patents (1976-2016). Predict the product of the given reaction. (1) Given the reactants C(N(CC)CC)C.CN(C(ON1N=NC2C=CC=CC1=2)=[N+](C)C)C.[B-](F)(F)(F)F.[Cl:30][C:31]1[CH:46]=[CH:45][C:34]([O:35][C:36]2[CH:43]=[CH:42][C:39]([CH2:40][NH2:41])=[CH:38][C:37]=2[F:44])=[C:33]([F:47])[CH:32]=1.[N:48]1[CH:53]=[C:52]([C:54]([NH:56][C:57]2([C:60](O)=[O:61])[CH2:59][CH2:58]2)=[O:55])[CH:51]=[N:50][CH:49]=1, predict the reaction product. The product is: [ClH:30].[Cl:30][C:31]1[CH:46]=[CH:45][C:34]([O:35][C:36]2[CH:43]=[CH:42][C:39]([CH2:40][NH:41][C:60]([C:57]3([NH:56][C:54]([C:52]4[CH:51]=[N:50][CH:49]=[N:48][CH:53]=4)=[O:55])[CH2:59][CH2:58]3)=[O:61])=[CH:38][C:37]=2[F:44])=[C:33]([F:47])[CH:32]=1. (2) The product is: [F:23][C:20]1[CH:21]=[CH:22][C:17]([C:15]2[C:14]([C:24]([O:26][CH3:27])=[O:25])=[C:13]([CH:28]([CH3:30])[CH3:29])[N:12]=[C:11]([N:2]([CH3:1])[S:3]([CH3:6])(=[O:5])=[O:4])[N:16]=2)=[CH:18][CH:19]=1. Given the reactants [CH3:1][NH:2][S:3]([CH3:6])(=[O:5])=[O:4].C(#N)C.Cl[C:11]1[N:16]=[C:15]([C:17]2[CH:22]=[CH:21][C:20]([F:23])=[CH:19][CH:18]=2)[C:14]([C:24]([O:26][CH3:27])=[O:25])=[C:13]([CH:28]([CH3:30])[CH3:29])[N:12]=1, predict the reaction product. (3) Given the reactants C([N:9]([C:17]1[O:18][C@H:19]([C:33]([F:36])([F:35])[F:34])[C@H:20]([F:32])[C@:21]([C:24]2[C:29]([F:30])=[CH:28][CH:27]=[C:26]([Br:31])[N:25]=2)([CH3:23])[N:22]=1)[C:10](=[O:16])[O:11][C:12]([CH3:15])([CH3:14])[CH3:13])(=O)C1C=CC=CC=1.N, predict the reaction product. The product is: [Br:31][C:26]1[N:25]=[C:24]([C@:21]2([CH3:23])[C@@H:20]([F:32])[C@@H:19]([C:33]([F:36])([F:35])[F:34])[O:18][C:17]([NH:9][C:10](=[O:16])[O:11][C:12]([CH3:13])([CH3:15])[CH3:14])=[N:22]2)[C:29]([F:30])=[CH:28][CH:27]=1.